Dataset: Full USPTO retrosynthesis dataset with 1.9M reactions from patents (1976-2016). Task: Predict the reactants needed to synthesize the given product. (1) Given the product [F:1][C:2]1[CH:3]=[CH:4][C:5]([C:8](=[O:20])[CH2:9][C:10]2[CH:11]=[CH:12][C:13]([C:14]([OH:16])=[O:15])=[CH:18][CH:19]=2)=[CH:6][CH:7]=1, predict the reactants needed to synthesize it. The reactants are: [F:1][C:2]1[CH:7]=[CH:6][C:5]([C:8](=[O:20])[CH2:9][C:10]2[CH:19]=[CH:18][C:13]([C:14]([O:16]C)=[O:15])=[CH:12][CH:11]=2)=[CH:4][CH:3]=1.[OH-].[Na+]. (2) Given the product [CH3:15][O:14][C:12](=[O:13])[CH2:11][CH2:10][C:3]1[C:4]2[C:9](=[CH:8][CH:7]=[CH:6][CH:5]=2)[N:1]([C:21]([O:20][C:17]([CH3:19])([CH3:18])[CH3:16])=[O:22])[CH:2]=1, predict the reactants needed to synthesize it. The reactants are: [NH:1]1[C:9]2[C:4](=[CH:5][CH:6]=[CH:7][CH:8]=2)[C:3]([CH2:10][CH2:11][C:12]([O:14][CH3:15])=[O:13])=[CH:2]1.[CH3:16][C:17]([O:20][C:21](O[C:21]([O:20][C:17]([CH3:19])([CH3:18])[CH3:16])=[O:22])=[O:22])([CH3:19])[CH3:18]. (3) Given the product [OH:2][CH2:3][CH2:4][O:5][NH:6][C:7]([C:9]1[C:10]([NH:24][C:25]2[CH:30]=[CH:29][C:28]([Br:31])=[CH:27][C:26]=2[F:32])=[CH:11][C:12](=[O:23])[N:13]2[C:17]=1[CH:16]([OH:18])[CH:15]([OH:20])[CH2:14]2)=[O:8], predict the reactants needed to synthesize it. The reactants are: Cl.[OH:2][CH2:3][CH2:4][O:5][NH:6][C:7]([C:9]1[C:10]([NH:24][C:25]2[CH:30]=[CH:29][C:28]([Br:31])=[CH:27][C:26]=2[F:32])=[CH:11][C:12](=[O:23])[N:13]2[C:17]=1[CH:16]1[O:18]C(C)(C)[O:20][CH:15]1[CH2:14]2)=[O:8]. (4) Given the product [F:1][C:2]([F:14])([F:15])[C:3]([NH:5][CH2:6][C:7]([O:9][CH2:10]/[CH:11]=[CH:12]\[CH3:13])=[O:8])=[O:4], predict the reactants needed to synthesize it. The reactants are: [F:1][C:2]([F:15])([F:14])[C:3]([NH:5][CH2:6][C:7]([O:9][CH2:10][C:11]#[C:12][CH3:13])=[O:8])=[O:4].[H][H]. (5) Given the product [O:1]1[C:5]2([CH2:10][CH2:9][CH:8]([N:12]3[CH2:17][CH2:16][O:15][CH2:14][CH2:13]3)[CH2:7][CH2:6]2)[O:4][CH2:3][CH2:2]1, predict the reactants needed to synthesize it. The reactants are: [O:1]1[C:5]2([CH2:10][CH2:9][C:8](=O)[CH2:7][CH2:6]2)[O:4][CH2:3][CH2:2]1.[NH:12]1[CH2:17][CH2:16][O:15][CH2:14][CH2:13]1.CC(O)=O.C([BH3-])#N.[Na+]. (6) Given the product [CH3:12][C:4]1[N:3]=[C:2]([C:13]2[CH:18]=[CH:17][CH:16]=[CH:15][CH:14]=2)[N:7]=[C:6]([C:8]([O:10][CH3:11])=[O:9])[CH:5]=1, predict the reactants needed to synthesize it. The reactants are: Cl[C:2]1[N:7]=[C:6]([C:8]([O:10][CH3:11])=[O:9])[CH:5]=[C:4]([CH3:12])[N:3]=1.[C:13]1(B(O)O)[CH:18]=[CH:17][CH:16]=[CH:15][CH:14]=1.C(P(C(C)(C)C)C(C)(C)C)(C)(C)C.[F-].[K+].